Dataset: Catalyst prediction with 721,799 reactions and 888 catalyst types from USPTO. Task: Predict which catalyst facilitates the given reaction. (1) Reactant: [N:1]1O[C:3]([O-])=[C:4]2[N+:9]=1[CH2:8][CH2:7][O:6][CH2:5]2.[C:11]([O:15][CH2:16][CH3:17])(=[O:14])[C:12]#C. Product: [N:1]1[N:9]2[C:4]([CH2:5][O:6][CH2:7][CH2:8]2)=[CH:3][C:12]=1[C:11]([O:15][CH2:16][CH3:17])=[O:14]. The catalyst class is: 113. (2) Reactant: [Cl:1][C:2]1[C:10]([CH2:11][O:12][CH2:13][CH:14]2[CH2:18][O:17][C:16]([CH2:20][Cl:21])([CH3:19])[O:15]2)=[C:9]([S:22]([CH3:25])(=[O:24])=[O:23])[CH:8]=[CH:7][C:3]=1[C:4]([OH:6])=[O:5].[C:26]1(=O)[CH2:31][CH2:30][CH2:29][CH2:28][C:27]1=[O:32].Cl.CN(C)CCCN=C=NCC. Product: [Cl:1][C:2]1[C:10]([CH2:11][O:12][CH2:13][CH:14]2[CH2:18][O:17][C:16]([CH2:20][Cl:21])([CH3:19])[O:15]2)=[C:9]([S:22]([CH3:25])(=[O:23])=[O:24])[CH:8]=[CH:7][C:3]=1[C:4]([O:6][C:31]1[CH2:30][CH2:29][CH2:28][C:27](=[O:32])[CH:26]=1)=[O:5]. The catalyst class is: 2. (3) Reactant: [F:1][C:2]1[CH:17]=[CH:16][C:5]([CH2:6][O:7][C:8]2[CH:15]=[CH:14][C:11]([CH:12]=O)=[CH:10][CH:9]=2)=[CH:4][CH:3]=1.Cl.[NH2:19][OH:20].[OH-].[Na+].C(O)(=O)C. Product: [F:1][C:2]1[CH:17]=[CH:16][C:5]([CH2:6][O:7][C:8]2[CH:15]=[CH:14][C:11]([CH:12]=[N:19][OH:20])=[CH:10][CH:9]=2)=[CH:4][CH:3]=1. The catalyst class is: 97. (4) Reactant: [CH3:1][S:2](Cl)(=[O:4])=[O:3].Cl.[NH2:7][CH:8]([C:34]1[CH:39]=[CH:38][CH:37]=[CH:36][C:35]=1[C:40]([F:43])([F:42])[F:41])[CH2:9][NH:10][C:11](=[O:33])[CH2:12][N:13]1[C:17](=[O:18])[N:16]([CH2:19][C@H:20]([OH:25])[C:21]([F:24])([F:23])[F:22])[C:15]([C:26]2[CH:31]=[CH:30][C:29]([Cl:32])=[CH:28][CH:27]=2)=[N:14]1. Product: [Cl:32][C:29]1[CH:30]=[CH:31][C:26]([C:15]2[N:16]([CH2:19][C@H:20]([OH:25])[C:21]([F:23])([F:24])[F:22])[C:17](=[O:18])[N:13]([CH2:12][C:11]([NH:10][CH2:9][CH:8]([NH:7][S:2]([CH3:1])(=[O:4])=[O:3])[C:34]3[CH:39]=[CH:38][CH:37]=[CH:36][C:35]=3[C:40]([F:41])([F:42])[F:43])=[O:33])[N:14]=2)=[CH:27][CH:28]=1. The catalyst class is: 17. (5) Reactant: C([O:3][C:4](=[O:34])[CH2:5][N:6]([C:8](=[O:33])[C:9]1[CH:14]=[CH:13][CH:12]=[C:11]([CH2:15][O:16][C:17]2[CH:22]=[CH:21][C:20]([C:23]3[CH:28]=[C:27]([F:29])[C:26]([F:30])=[CH:25][C:24]=3[O:31][CH3:32])=[CH:19][CH:18]=2)[CH:10]=1)[CH3:7])C.[Li+].[OH-].Cl. Product: [F:30][C:26]1[C:27]([F:29])=[CH:28][C:23]([C:20]2[CH:21]=[CH:22][C:17]([O:16][CH2:15][C:11]3[CH:10]=[C:9]([CH:14]=[CH:13][CH:12]=3)[C:8]([N:6]([CH2:5][C:4]([OH:34])=[O:3])[CH3:7])=[O:33])=[CH:18][CH:19]=2)=[C:24]([O:31][CH3:32])[CH:25]=1. The catalyst class is: 38.